From a dataset of Full USPTO retrosynthesis dataset with 1.9M reactions from patents (1976-2016). Predict the reactants needed to synthesize the given product. The reactants are: [NH2:1][CH2:2][CH2:3][CH2:4][Si:5](OCC)(OCC)OCC.[CH3:15][O:16][C:17]1[CH:33]=[CH:32][C:20]([C:21]([C:23]23[O:30][C:29](=[O:31])[CH:28]2[CH2:27][CH2:26][CH2:25][CH2:24]3)=[O:22])=[CH:19][CH:18]=1. Given the product [SiH3:5][CH2:4][CH2:3][CH2:2][NH:1][C:29]([CH:28]1[CH2:27][CH2:26][CH2:25][CH2:24][C:23]1([OH:30])[C:21](=[O:22])[C:20]1[CH:19]=[CH:18][C:17]([O:16][CH3:15])=[CH:33][CH:32]=1)=[O:31], predict the reactants needed to synthesize it.